This data is from Full USPTO retrosynthesis dataset with 1.9M reactions from patents (1976-2016). The task is: Predict the reactants needed to synthesize the given product. (1) The reactants are: C(O[CH:5]([O:14]C(=O)C)[C:6]1[C:11]([Cl:12])=[CH:10][N:9]=[C:8](Cl)[CH:7]=1)(=O)C.[CH:18]1([NH:21][C:22]([C:24]2[CH:25]=[C:26]([F:34])[C:27]([CH3:33])=[C:28](B(O)O)[CH:29]=2)=[O:23])[CH2:20][CH2:19]1.C(=O)([O-])O.[Na+]. Given the product [Cl:12][C:11]1[C:6]([CH:5]=[O:14])=[CH:7][C:8]([C:28]2[CH:29]=[C:24]([CH:25]=[C:26]([F:34])[C:27]=2[CH3:33])[C:22]([NH:21][CH:18]2[CH2:19][CH2:20]2)=[O:23])=[N:9][CH:10]=1, predict the reactants needed to synthesize it. (2) Given the product [Cl:1][C:2]1[N:7]=[N:6][C:5]([NH:8][S:21]([CH2:20][C:13]2[CH:14]=[C:15]([C:18]#[N:19])[CH:16]=[CH:17][C:12]=2[Cl:11])(=[O:22])=[O:23])=[C:4]([O:9][CH3:10])[CH:3]=1, predict the reactants needed to synthesize it. The reactants are: [Cl:1][C:2]1[N:7]=[N:6][C:5]([NH2:8])=[C:4]([O:9][CH3:10])[CH:3]=1.[Cl:11][C:12]1[CH:17]=[CH:16][C:15]([C:18]#[N:19])=[CH:14][C:13]=1[CH2:20][S:21](Cl)(=[O:23])=[O:22]. (3) Given the product [O:11]1[CH:15]=[CH:14][CH:13]=[C:12]1[C:2]1[CH:10]=[CH:9][C:5]([C:6]([OH:8])=[O:7])=[CH:4][CH:3]=1, predict the reactants needed to synthesize it. The reactants are: I[C:2]1[CH:10]=[CH:9][C:5]([C:6]([OH:8])=[O:7])=[CH:4][CH:3]=1.[O:11]1[CH:15]=[CH:14][CH:13]=[C:12]1B(O)O.C([O-])([O-])=O.[K+].[K+]. (4) The reactants are: [CH:1]1(CN)[CH2:6][CH2:5][CH2:4][CH2:3][CH2:2]1.[N+:9]([C:12]1[CH:17]=[CH:16][CH:15]=[CH:14][C:13]=1[S:18](Cl)(=[O:20])=[O:19])([O-])=O.[N:22]1C=CC=C[CH:23]=1. Given the product [NH2:9][C:12]1[CH:17]=[CH:16][CH:15]=[CH:14][C:13]=1[S:18]([N:22]([CH:1]1[CH2:2][CH2:3][CH2:4][CH2:5][CH2:6]1)[CH3:23])(=[O:20])=[O:19], predict the reactants needed to synthesize it. (5) Given the product [C:1]([C:5]1[CH:23]=[CH:22][C:8]2[CH2:9][CH:10]([CH3:21])[N:11]([C:24](=[O:26])[CH3:25])[N:12]=[C:13]([C:14]3[CH:15]=[CH:16][C:17]([Cl:20])=[CH:18][CH:19]=3)[C:7]=2[CH:6]=1)([CH3:2])([CH3:4])[CH3:3], predict the reactants needed to synthesize it. The reactants are: [C:1]([C:5]1[CH:23]=[CH:22][C:8]2[CH2:9][CH:10]([CH3:21])[NH:11][N:12]=[C:13]([C:14]3[CH:19]=[CH:18][C:17]([Cl:20])=[CH:16][CH:15]=3)[C:7]=2[CH:6]=1)([CH3:4])([CH3:3])[CH3:2].[C:24](OC(=O)C)(=[O:26])[CH3:25].C(=O)(O)[O-].[Na+]. (6) Given the product [CH2:1]([C@@:4]1([C:26]2[CH:31]=[CH:30][C:29]([F:32])=[CH:28][CH:27]=2)[O:9][C:8](=[O:10])[N:7]([C@H:11]([C:13]2[CH:14]=[CH:15][C:16]([C:19]3[C:20](=[O:25])[N:21]([CH3:36])[CH:22]=[CH:23][CH:24]=3)=[CH:17][CH:18]=2)[CH3:12])[CH2:6][CH2:5]1)[CH:2]=[CH2:3], predict the reactants needed to synthesize it. The reactants are: [CH2:1]([C@@:4]1([C:26]2[CH:31]=[CH:30][C:29]([F:32])=[CH:28][CH:27]=2)[O:9][C:8](=[O:10])[N:7]([C@H:11]([C:13]2[CH:18]=[CH:17][C:16]([C:19]3[C:20](=[O:25])[NH:21][CH:22]=[CH:23][CH:24]=3)=[CH:15][CH:14]=2)[CH3:12])[CH2:6][CH2:5]1)[CH:2]=[CH2:3].[H-].[Na+].I[CH3:36]. (7) Given the product [OH:2][C:3]1[CH:13]=[CH:12][CH:11]=[C:10]([OH:14])[C:4]=1[C:5]([N:7]([CH3:9])[CH3:8])=[O:6], predict the reactants needed to synthesize it. The reactants are: C[O:2][C:3]1[CH:13]=[CH:12][CH:11]=[C:10]([O:14]C)[C:4]=1[C:5]([N:7]([CH3:9])[CH3:8])=[O:6].B(Br)(Br)Br.O.